From a dataset of Forward reaction prediction with 1.9M reactions from USPTO patents (1976-2016). Predict the product of the given reaction. (1) Given the reactants C(C1(NC(=O)[C@H](CCC)N[C@@H](C2C=CC(C3C=CC(S(C)(=O)=O)=CC=3)=CC=2)C(F)(F)[F:12])CC1)#N.[F:35][C:36]1[CH:41]=[C:40](F)[CH:39]=[CH:38][C:37]=1B(O)O.Br[C:47]1[CH:52]=[CH:51][C:50]([C@H:53]([NH:58][C@H:59]([C:63]([NH:65][C:66]2([C:69]#[N:70])[CH2:68][CH2:67]2)=[O:64])[CH2:60][CH2:61][CH3:62])[C:54]([F:57])([F:56])[F:55])=[CH:49][CH:48]=1, predict the reaction product. The product is: [C:69]([C:66]1([NH:65][C:63](=[O:64])[C@@H:59]([NH:58][C@@H:53]([C:50]2[CH:51]=[CH:52][C:47]([C:39]3[CH:40]=[CH:41][C:36]([F:35])=[CH:37][CH:38]=3)=[C:48]([F:12])[CH:49]=2)[C:54]([F:57])([F:56])[F:55])[CH2:60][CH2:61][CH3:62])[CH2:68][CH2:67]1)#[N:70]. (2) Given the reactants [O:1]([CH2:8][C:9]([NH:11][CH:12]([C:29]1[CH:34]=[CH:33][CH:32]=[CH:31][CH:30]=1)[CH2:13][C:14]1[C:23]([O:24]S(=O)(=O)O)=[C:22]2[C:17]([CH:18]=[CH:19][CH:20]=[N:21]2)=[CH:16][CH:15]=1)=[O:10])[C:2]1[CH:7]=[CH:6][CH:5]=[CH:4][CH:3]=1.Cl, predict the reaction product. The product is: [OH:24][C:23]1[C:14]([CH2:13][CH:12]([NH:11][C:9](=[O:10])[CH2:8][O:1][C:2]2[CH:3]=[CH:4][CH:5]=[CH:6][CH:7]=2)[C:29]2[CH:34]=[CH:33][CH:32]=[CH:31][CH:30]=2)=[CH:15][CH:16]=[C:17]2[C:22]=1[N:21]=[CH:20][CH:19]=[CH:18]2. (3) Given the reactants [Cl:1][C:2]1[C:7]([C:8]2[CH:13]=[CH:12][CH:11]=[CH:10][CH:9]=2)=[C:6](Cl)[N:5]2[N:15]=[C:16]([C:18]3[CH:23]=[CH:22][CH:21]=[CH:20][N:19]=3)[N:17]=[C:4]2[N:3]=1.[CH3:24][NH2:25], predict the reaction product. The product is: [Cl:1][C:2]1[C:7]([C:8]2[CH:13]=[CH:12][CH:11]=[CH:10][CH:9]=2)=[C:6]([NH:25][CH3:24])[N:5]2[N:15]=[C:16]([C:18]3[CH:23]=[CH:22][CH:21]=[CH:20][N:19]=3)[N:17]=[C:4]2[N:3]=1. (4) Given the reactants [CH2:1]([O:3][P:4]([CH2:9][NH:10][CH2:11][C:12]([O:14][CH2:15][CH3:16])=[O:13])([O:6][CH2:7][CH3:8])=[O:5])[CH3:2].[Cl:17][C:18]1[CH:19]=[C:20]2[C:25](=[C:26]([Cl:28])[CH:27]=1)[CH2:24][N:23]([CH3:29])[CH2:22][CH:21]2[C:30]1[CH:31]=[C:32]([S:36](Cl)(=[O:38])=[O:37])[CH:33]=[CH:34][CH:35]=1, predict the reaction product. The product is: [Cl:17][C:18]1[CH:19]=[C:20]2[C:25](=[C:26]([Cl:28])[CH:27]=1)[CH2:24][N:23]([CH3:29])[CH2:22][CH:21]2[C:30]1[CH:31]=[C:32]([S:36]([N:10]([CH2:11][C:12]([O:14][CH2:15][CH3:16])=[O:13])[CH2:9][P:4]([O:3][CH2:1][CH3:2])([O:6][CH2:7][CH3:8])=[O:5])(=[O:38])=[O:37])[CH:33]=[CH:34][CH:35]=1. (5) Given the reactants COC1C=C(C=C(OC)C=1)C(NC1CCCC(C2[NH:19][C:18]3[CH:20]=[CH:21][C:22]([C:24]([OH:26])=[O:25])=[CH:23][C:17]=3[N:16]=2)C1)=O.CN.[CH2:34]1COC[CH2:35]1, predict the reaction product. The product is: [NH2:16][C:17]1[CH:23]=[C:22]([CH:21]=[CH:20][C:18]=1[NH2:19])[C:24]([O:26][CH2:34][CH3:35])=[O:25]. (6) Given the reactants [NH2:1][C:2]1[C:7]([C:8]([NH:10][CH3:11])=[O:9])=[CH:6][C:5]([C:12]2[CH:17]=[CH:16][CH:15]=[C:14]([CH2:18][N:19](S(C3C=CC([N+]([O-])=O)=CC=3[N+]([O-])=O)(=O)=O)[C@@H:20]3[C:28]4[C:23](=[CH:24][CH:25]=[CH:26][CH:27]=4)[CH2:22][CH2:21]3)[CH:13]=2)=[CH:4][N:3]=1.C(N)CC, predict the reaction product. The product is: [NH2:1][C:2]1[C:7]([C:8]([NH:10][CH3:11])=[O:9])=[CH:6][C:5]([C:12]2[CH:17]=[CH:16][CH:15]=[C:14]([CH2:18][NH:19][C@@H:20]3[C:28]4[C:23](=[CH:24][CH:25]=[CH:26][CH:27]=4)[CH2:22][CH2:21]3)[CH:13]=2)=[CH:4][N:3]=1. (7) Given the reactants [OH-].[Na+].[CH:3]([O:6][C:7]1[CH:8]=[C:9]([CH:23]=[C:24]([CH2:26][O:27][C:28]2[CH:33]=[CH:32][CH:31]=[CH:30][C:29]=2[F:34])[CH:25]=1)[C:10]([NH:12][C:13]1[CH:18]=[CH:17][C:16]([C:19]([O:21]C)=[O:20])=[CH:15][N:14]=1)=[O:11])([CH3:5])[CH3:4].O.Cl, predict the reaction product. The product is: [CH:3]([O:6][C:7]1[CH:8]=[C:9]([CH:23]=[C:24]([CH2:26][O:27][C:28]2[CH:33]=[CH:32][CH:31]=[CH:30][C:29]=2[F:34])[CH:25]=1)[C:10]([NH:12][C:13]1[CH:18]=[CH:17][C:16]([C:19]([OH:21])=[O:20])=[CH:15][N:14]=1)=[O:11])([CH3:5])[CH3:4]. (8) Given the reactants [C:1](OC(=O)C)(=[O:3])[CH3:2].[NH2:8][CH2:9][CH:10]1[O:14][C:13](=[O:15])[N:12]([C:16]2[CH:17]=[C:18]3[C:22](=[CH:23][CH:24]=2)[N:21]([CH:25]2[CH2:27][CH2:26]2)[C:20](=[O:28])[CH2:19]3)[CH2:11]1.C(N(CC)C(C)C)(C)C, predict the reaction product. The product is: [CH:25]1([N:21]2[C:22]3[C:18](=[CH:17][C:16]([N:12]4[CH2:11][C@H:10]([CH2:9][NH:8][C:1](=[O:3])[CH3:2])[O:14][C:13]4=[O:15])=[CH:24][CH:23]=3)[CH2:19][C:20]2=[O:28])[CH2:27][CH2:26]1. (9) Given the reactants C([Sn](CCCC)(CCCC)[C:6]([O:8]CC)=[CH2:7])CCC.Br[C:20]1[CH:25]=[CH:24][N:23]([CH3:26])[C:22](=[O:27])[CH:21]=1.Cl, predict the reaction product. The product is: [C:6]([C:20]1[CH:25]=[CH:24][N:23]([CH3:26])[C:22](=[O:27])[CH:21]=1)(=[O:8])[CH3:7].